From a dataset of Retrosynthesis with 50K atom-mapped reactions and 10 reaction types from USPTO. Predict the reactants needed to synthesize the given product. (1) Given the product C[Si](C)(C)C#Cc1ccccc1[N+](=O)[O-], predict the reactants needed to synthesize it. The reactants are: C#C[Si](C)(C)C.O=[N+]([O-])c1ccccc1Br. (2) Given the product CCCCC(Oc1ccc(CCC(=O)OCC)cc1)c1cccc(-c2ccc(C(F)(F)F)cc2)n1, predict the reactants needed to synthesize it. The reactants are: CCCCC(O)c1cccc(-c2ccc(C(F)(F)F)cc2)n1.CCOC(=O)CCc1ccc(O)cc1. (3) Given the product CC(C)=CCCC(O)c1coc([Si](C)(C)C)c1, predict the reactants needed to synthesize it. The reactants are: CC(C)=CCC[Mg+].C[Si](C)(C)c1cc(C=O)co1. (4) The reactants are: Cc1c(I)cc(Cl)cc1N1CCN(C(=O)OC(C)(C)C)CC1.NCCN1CCCC1. Given the product Cc1c(NCCN2CCCC2)cc(Cl)cc1N1CCN(C(=O)OC(C)(C)C)CC1, predict the reactants needed to synthesize it. (5) Given the product Cc1[nH]c(=O)c(C#N)cc1-c1ccc(OCCCN)cc1, predict the reactants needed to synthesize it. The reactants are: Cc1[nH]c(=O)c(C#N)cc1-c1ccc(OCCCN2C(=O)c3ccccc3C2=O)cc1. (6) Given the product Cc1cc(-c2ccc(C(F)(F)F)cc2)c(C(=O)O)c(C)n1, predict the reactants needed to synthesize it. The reactants are: CCOC(=O)c1c(-c2ccc(C(F)(F)F)cc2)cc(C)nc1C.